Dataset: Catalyst prediction with 721,799 reactions and 888 catalyst types from USPTO. Task: Predict which catalyst facilitates the given reaction. (1) Reactant: C([Li])CCC.CC1CCCN(C)C1(C)C.[Cl:16][C:17]1[N:25]=[CH:24][N:23]=[C:22]2[C:18]=1[N:19]=[CH:20][N:21]2[CH:26]1[CH2:30][CH2:29][CH2:28][O:27]1.ClC1N=C2C(N=CN2C2CCCO2)=C(Cl)N=1.[CH2:47]([Sn:51](Cl)([CH2:56][CH2:57][CH2:58][CH3:59])[CH2:52][CH2:53][CH2:54][CH3:55])[CH2:48][CH2:49][CH3:50]. Product: [Cl:16][C:17]1[N:25]=[C:24]([Sn:51]([CH2:52][CH2:53][CH2:54][CH3:55])([CH2:56][CH2:57][CH2:58][CH3:59])[CH2:47][CH2:48][CH2:49][CH3:50])[N:23]=[C:22]2[C:18]=1[N:19]=[CH:20][N:21]2[CH:26]1[CH2:30][CH2:29][CH2:28][O:27]1. The catalyst class is: 1. (2) Reactant: [CH3:1][O:2][C:3]1[CH:4]=[C:5]([NH2:11])[CH:6]=[CH:7][C:8]=1[O:9][CH3:10].[Cl:12][C:13]1[CH:14]=[N:15][CH:16]=[C:17]([Cl:21])[C:18]=1[CH:19]=O.[BH4-].[Na+].O. Product: [Cl:12][C:13]1[CH:14]=[N:15][CH:16]=[C:17]([Cl:21])[C:18]=1[CH2:19][NH:11][C:5]1[CH:6]=[CH:7][C:8]([O:9][CH3:10])=[C:3]([O:2][CH3:1])[CH:4]=1. The catalyst class is: 11. (3) Product: [CH2:18]([NH:25][C:9]1[C:8](=[CH:1][C:2]2[CH:7]=[CH:6][CH:5]=[CH:4][CH:3]=2)[NH:12][C:11](=[O:13])[C:10]=1[N:14]=[O:15])[C:19]1[CH:24]=[CH:23][CH:22]=[CH:21][CH:20]=1. Reactant: [CH:1](=[C:8]1[NH:12][C:11](=[O:13])[C:10]([N:14]=[O:15])=[C:9]1OC)[C:2]1[CH:7]=[CH:6][CH:5]=[CH:4][CH:3]=1.[CH2:18]([NH2:25])[C:19]1[CH:24]=[CH:23][CH:22]=[CH:21][CH:20]=1. The catalyst class is: 5. (4) Reactant: [N:1]([C@@H:4]([C@@H:19]([C:27]1[CH:32]=[CH:31][C:30]([Cl:33])=[CH:29][CH:28]=1)[C:20]1[CH:25]=[CH:24][CH:23]=[C:22]([F:26])[CH:21]=1)[C:5](N1[C@@H](C2C=CC=CC=2)COC1=O)=[O:6])=[N+:2]=[N-:3].[OH:34]O.[OH-].[Li+]. Product: [N:1]([C@@H:4]([C@@H:19]([C:27]1[CH:28]=[CH:29][C:30]([Cl:33])=[CH:31][CH:32]=1)[C:20]1[CH:25]=[CH:24][CH:23]=[C:22]([F:26])[CH:21]=1)[C:5]([OH:6])=[O:34])=[N+:2]=[N-:3]. The catalyst class is: 20. (5) Reactant: Br[C:2]1[N:3]=[C:4]([N:21]2[CH:25]=[CH:24][CH:23]=[N:22]2)[C:5](=[O:20])[N:6]([CH2:16][CH:17]([CH3:19])[CH3:18])[C:7]=1[C:8]1[C:13]([F:14])=[CH:12][CH:11]=[CH:10][C:9]=1[F:15].[CH3:26][Al](C)C. Product: [CH3:26][C:2]1[N:3]=[C:4]([N:21]2[CH:25]=[CH:24][CH:23]=[N:22]2)[C:5](=[O:20])[N:6]([CH2:16][CH:17]([CH3:19])[CH3:18])[C:7]=1[C:8]1[C:13]([F:14])=[CH:12][CH:11]=[CH:10][C:9]=1[F:15]. The catalyst class is: 564. (6) Reactant: [Br:1][C:2]1[CH:10]=[CH:9][CH:8]=[C:7]2[C:3]=1C=C[N:6]2[CH2:11][CH2:12][CH2:13][CH2:14][CH3:15].BrN1C(=[O:22])CCC1=O.C([O:27][CH2:28][CH3:29])(=O)C.O. Product: [Br:1][C:2]1[CH:10]=[CH:9][CH:8]=[C:7]2[C:3]=1[C:28](=[O:27])[C:29](=[O:22])[N:6]2[CH2:11][CH2:12][CH2:13][CH2:14][CH3:15]. The catalyst class is: 16.